Dataset: Full USPTO retrosynthesis dataset with 1.9M reactions from patents (1976-2016). Task: Predict the reactants needed to synthesize the given product. (1) Given the product [ClH:48].[ClH:48].[C:15]([C:19]1[CH:20]=[C:21]([C:28]2[CH:29]=[N:30][C:31]([C:34]([F:36])([F:37])[F:35])=[CH:32][CH:33]=2)[C:22]([OH:27])=[C:23]([CH2:24][N:42]2[CH2:43][CH2:44][N:39]([CH3:38])[CH2:40][CH2:41]2)[CH:26]=1)([CH3:16])([CH3:18])[CH3:17], predict the reactants needed to synthesize it. The reactants are: C(O[BH-](OC(=O)C)OC(=O)C)(=O)C.[Na+].[C:15]([C:19]1[CH:20]=[C:21]([C:28]2[CH:29]=[N:30][C:31]([C:34]([F:37])([F:36])[F:35])=[CH:32][CH:33]=2)[C:22]([OH:27])=[C:23]([CH:26]=1)[CH:24]=O)([CH3:18])([CH3:17])[CH3:16].[CH3:38][N:39]1[CH2:44][CH2:43][NH:42][CH2:41][CH2:40]1.C(O)C.[ClH:48]. (2) Given the product [CH3:18][C:19]1([CH3:24])[NH:23][CH:22]([C:2]#[N:1])[CH2:21][S:20]1, predict the reactants needed to synthesize it. The reactants are: [NH2:1][C@H:2](C(O)=O)CS.ClCC=O.S(=O)(O)[O-].[Na+].N.[CH3:18][C:19]1([CH3:24])[N:23]=[CH:22][CH2:21][S:20]1.C#N. (3) Given the product [Br:2][C:3]1[CH:8]=[CH:7][CH:6]=[C:5]2[C:4]=1[C:13]1[CH2:14][CH:15]([C:18]([O:20][CH2:21][CH3:22])=[O:19])[CH2:16][CH2:17][C:12]=1[NH:9]2, predict the reactants needed to synthesize it. The reactants are: Cl.[Br:2][C:3]1[CH:4]=[C:5]([NH:9]N)[CH:6]=[CH:7][CH:8]=1.O=[C:12]1[CH2:17][CH2:16][CH:15]([C:18]([O:20][CH2:21][CH3:22])=[O:19])[CH2:14][CH2:13]1. (4) Given the product [CH3:12][O:11][C:9](=[O:10])[CH2:8][C:5]1[CH:6]=[CH:7][C:2]([S:23][CH2:24][C:25]([O:27][CH2:28][CH3:29])=[O:26])=[C:3]([N+:13]([O-:15])=[O:14])[CH:4]=1, predict the reactants needed to synthesize it. The reactants are: F[C:2]1[CH:7]=[CH:6][C:5]([CH2:8][C:9]([O:11][CH3:12])=[O:10])=[CH:4][C:3]=1[N+:13]([O-:15])=[O:14].C(N(CC)CC)C.[SH:23][CH2:24][C:25]([O:27][CH2:28][CH3:29])=[O:26]. (5) Given the product [C:17]([Si:21]([CH3:24])([CH3:23])[O:1][CH2:2][CH2:3][O:4][C:5]1[CH:10]=[CH:9][C:8]([OH:11])=[CH:7][CH:6]=1)([CH3:20])([CH3:19])[CH3:18], predict the reactants needed to synthesize it. The reactants are: [OH:1][CH2:2][CH2:3][O:4][C:5]1[CH:10]=[CH:9][C:8]([OH:11])=[CH:7][CH:6]=1.N1C=CN=C1.[C:17]([Si:21]([CH3:24])([CH3:23])Cl)([CH3:20])([CH3:19])[CH3:18]. (6) The reactants are: [N:1]1[C:10]2[C:5](=[CH:6][CH:7]=[CH:8][C:9]=2[CH:11]([C:13]2[N:17]([C:18]([C:31]3[CH:36]=[CH:35][CH:34]=[CH:33][CH:32]=3)([C:25]3[CH:30]=[CH:29][CH:28]=[CH:27][CH:26]=3)[C:19]3[CH:24]=[CH:23][CH:22]=[CH:21][CH:20]=3)[CH:16]=[N:15][CH:14]=2)[OH:12])[CH:4]=[CH:3][CH:2]=1. Given the product [N:1]1[C:10]2[C:5](=[CH:6][CH:7]=[CH:8][C:9]=2[C:11]([C:13]2[N:17]([C:18]([C:31]3[CH:36]=[CH:35][CH:34]=[CH:33][CH:32]=3)([C:19]3[CH:20]=[CH:21][CH:22]=[CH:23][CH:24]=3)[C:25]3[CH:30]=[CH:29][CH:28]=[CH:27][CH:26]=3)[CH:16]=[N:15][CH:14]=2)=[O:12])[CH:4]=[CH:3][CH:2]=1, predict the reactants needed to synthesize it. (7) Given the product [OH:1][C:2]1([C:9]2[S:13][N:12]=[CH:11][CH:10]=2)[CH2:7][CH2:6][CH:5]([N:31]2[CH2:32][CH:33]([NH:35][C:36](=[O:53])[CH2:37][NH:38][C:39]3[C:48]4[C:43](=[CH:44][CH:45]=[C:46]([C:49]([F:50])([F:52])[F:51])[CH:47]=4)[N:42]=[CH:41][N:40]=3)[CH2:34]2)[CH2:4][CH2:3]1, predict the reactants needed to synthesize it. The reactants are: [OH:1][C:2]1([C:9]2[S:13][N:12]=[CH:11][CH:10]=2)[CH2:7][CH2:6][C:5](=O)[CH2:4][CH2:3]1.BrC1SN=CC=1.O1C2(CCC(=O)CC2)OCC1.[NH:31]1[CH2:34][CH:33]([NH:35][C:36](=[O:53])[CH2:37][NH:38][C:39]2[C:48]3[C:43](=[CH:44][CH:45]=[C:46]([C:49]([F:52])([F:51])[F:50])[CH:47]=3)[N:42]=[CH:41][N:40]=2)[CH2:32]1.[BH-](OC(C)=O)(OC(C)=O)OC(C)=O.[Na+]. (8) Given the product [Cl:54][C:55]1[CH:60]=[CH:59][C:58]([CH3:61])=[CH:57][C:56]=1[NH:62][C:63](=[O:64])[NH:32][C:33]1[CH:34]=[CH:35][C:36]([C:39]2[S:43][C:42]([CH:44]3[CH2:45][CH2:46][CH:47]([C:50]([O:52][CH3:53])=[O:51])[CH2:48][CH2:49]3)=[N:41][CH:40]=2)=[CH:37][CH:38]=1, predict the reactants needed to synthesize it. The reactants are: FC(F)(F)C1C=C(NC(=O)NC2C=CC(C3SC(CCC(OC)=O)=NC=3)=CC=2)C=CC=1.[NH2:32][C:33]1[CH:38]=[CH:37][C:36]([C:39]2[S:43][C:42]([CH:44]3[CH2:49][CH2:48][CH:47]([C:50]([O:52][CH3:53])=[O:51])[CH2:46][CH2:45]3)=[N:41][CH:40]=2)=[CH:35][CH:34]=1.[Cl:54][C:55]1[CH:60]=[CH:59][C:58]([CH3:61])=[CH:57][C:56]=1[N:62]=[C:63]=[O:64].